This data is from Forward reaction prediction with 1.9M reactions from USPTO patents (1976-2016). The task is: Predict the product of the given reaction. Given the reactants [NH2:1][C:2]1[C:11]2[N:12]=[C:13]([CH2:22][OH:23])[N:14]([CH2:15][CH:16]3[CH2:21][CH2:20][O:19][CH2:18][CH2:17]3)[C:10]=2[C:9]2[CH:8]=[CH:7][C:6](Br)=[CH:5][C:4]=2[N:3]=1.[N:25]1([C:30]([C:32]2[CH:33]=[C:34](B(O)O)[CH:35]=[CH:36][CH:37]=2)=[O:31])[CH2:29][CH2:28][CH2:27][CH2:26]1.C(=O)([O-])[O-].[K+].[K+].C(COC)OC, predict the reaction product. The product is: [NH2:1][C:2]1[C:11]2[N:12]=[C:13]([CH2:22][OH:23])[N:14]([CH2:15][CH:16]3[CH2:21][CH2:20][O:19][CH2:18][CH2:17]3)[C:10]=2[C:9]2[CH:8]=[CH:7][C:6]([C:36]3[CH:35]=[CH:34][CH:33]=[C:32]([C:30]([N:25]4[CH2:26][CH2:27][CH2:28][CH2:29]4)=[O:31])[CH:37]=3)=[CH:5][C:4]=2[N:3]=1.